Predict which catalyst facilitates the given reaction. From a dataset of Catalyst prediction with 721,799 reactions and 888 catalyst types from USPTO. (1) Reactant: [CH:1](=[O:9])[C:2]1[C:3](=[CH:5][CH:6]=[CH:7][CH:8]=1)[OH:4].[CH:10]1(Br)[CH2:14][CH2:13][CH2:12][CH2:11]1.[H-].[Na+].[BH4-].[Na+]. Product: [CH:10]1([O:4][C:3]2[CH:5]=[CH:6][CH:7]=[CH:8][C:2]=2[CH2:1][OH:9])[CH2:14][CH2:13][CH2:12][CH2:11]1. The catalyst class is: 656. (2) Reactant: [NH2:1][CH:2]1[CH2:11][CH2:10][CH2:9][C:8]2[CH:7]=[C:6]([CH2:12][OH:13])[CH:5]=[CH:4][C:3]1=2.[C:14](O[C:14]([O:16][C:17]([CH3:20])([CH3:19])[CH3:18])=[O:15])([O:16][C:17]([CH3:20])([CH3:19])[CH3:18])=[O:15].C(N(CC)CC)C. Product: [C:17]([O:16][C:14](=[O:15])[NH:1][CH:2]1[C:3]2[C:8](=[CH:7][C:6]([CH2:12][OH:13])=[CH:5][CH:4]=2)[CH2:9][CH2:10][CH2:11]1)([CH3:20])([CH3:19])[CH3:18]. The catalyst class is: 2. (3) Reactant: [F:1][C:2]1[CH:7]=[CH:6][C:5]([N:8]2[C:12](=[O:13])[CH2:11][CH:10]([CH2:14][O:15][C:16]3[CH:24]=[CH:23][C:19]([C:20](O)=[O:21])=[CH:18][CH:17]=3)[CH2:9]2)=[CH:4][CH:3]=1.Cl.[NH2:26][C:27]1[C:28](=[O:41])[N:29]([CH2:38][CH2:39][CH3:40])[C:30](=[O:37])[N:31]([CH2:34][CH2:35][CH3:36])[C:32]=1[NH2:33].CCN=C=NCCCN(C)C. Product: [NH2:33][C:32]1[N:31]([CH2:34][CH2:35][CH3:36])[C:30](=[O:37])[N:29]([CH2:38][CH2:39][CH3:40])[C:28](=[O:41])[C:27]=1[NH:26][C:20](=[O:21])[C:19]1[CH:23]=[CH:24][C:16]([O:15][CH2:14][CH:10]2[CH2:11][C:12](=[O:13])[N:8]([C:5]3[CH:4]=[CH:3][C:2]([F:1])=[CH:7][CH:6]=3)[CH2:9]2)=[CH:17][CH:18]=1. The catalyst class is: 5. (4) Reactant: [O:1]1[CH:5]=[CH:4][CH:3]=[C:2]1[C:6](Cl)=[O:7].[N:9]1[CH:14]=[CH:13][C:12]([NH2:15])=[CH:11][CH:10]=1. Product: [N:9]1[CH:14]=[CH:13][C:12]([NH:15][C:6]([C:2]2[O:1][CH:5]=[CH:4][CH:3]=2)=[O:7])=[CH:11][CH:10]=1. The catalyst class is: 3. (5) Reactant: C([Mg]Br)[C:2]1[CH:7]=[CH:6][C:5]([O:8][CH3:9])=[CH:4][CH:3]=1.[C:12](=[S:14])=[S:13].Br[CH:16]([C:19]1[CH:24]=[CH:23][CH:22]=[CH:21][CH:20]=1)[C:17]#[N:18]. Product: [CH3:9][O:8][C:5]1[CH:4]=[CH:3][C:2]([C:12]([S:14][CH:16]([C:17]#[N:18])[C:19]2[CH:24]=[CH:23][CH:22]=[CH:21][CH:20]=2)=[S:13])=[CH:7][CH:6]=1. The catalyst class is: 6. (6) Reactant: [CH3:1][O:2][C:3](=[O:15])[C:4]1[CH:9]=[CH:8][CH:7]=[C:6]([NH:10][C:11](=[O:14])[CH2:12]Br)[CH:5]=1.[CH:16]([C:19]1[C:24]([CH3:25])=[CH:23][CH:22]=[CH:21][C:20]=1O)([CH3:18])[CH3:17].C(=O)([O-])[O-:28].[K+].[K+]. Product: [CH:16]([C:19]1[CH:20]=[CH:21][C:22]([O:28][CH2:12][C:11]([NH:10][C:6]2[CH:5]=[C:4]([CH:9]=[CH:8][CH:7]=2)[C:3]([O:2][CH3:1])=[O:15])=[O:14])=[CH:23][C:24]=1[CH3:25])([CH3:18])[CH3:17]. The catalyst class is: 131. (7) Reactant: [CH3:1][O:2][C:3]1[CH:12]=[C:11]2[C:6]([C:7](=[O:13])[CH2:8][CH2:9][O:10]2)=[CH:5][CH:4]=1.C(OCC)C.C1C(=O)N([Br:26])C(=O)C1. Product: [Br:26][C:4]1[CH:5]=[C:6]2[C:11](=[CH:12][C:3]=1[O:2][CH3:1])[O:10][CH2:9][CH2:8][C:7]2=[O:13]. The catalyst class is: 10. (8) Reactant: [CH:1]1([N:4]2[C:13]3[C:8](=[CH:9][C:10]([F:17])=[C:11](F)[C:12]=3[O:14][CH3:15])[C:7](=[O:18])[C:6]([C:19]([OH:21])=[O:20])=[CH:5]2)[CH2:3][CH2:2]1.[C:22]([O:26][C:27]([N:29]1[CH2:34][CH2:33][CH:32]([NH:35][CH:36]2[CH2:41][CH2:40][NH:39][CH2:38][CH2:37]2)[CH2:31][CH2:30]1)=[O:28])([CH3:25])([CH3:24])[CH3:23].ClCCl. Product: [C:22]([O:26][C:27]([N:29]1[CH2:30][CH2:31][CH:32]([NH:35][CH:36]2[CH2:41][CH2:40][N:39]([C:11]3[C:12]([O:14][CH3:15])=[C:13]4[C:8]([C:7](=[O:18])[C:6]([C:19]([OH:21])=[O:20])=[CH:5][N:4]4[CH:1]4[CH2:3][CH2:2]4)=[CH:9][C:10]=3[F:17])[CH2:38][CH2:37]2)[CH2:33][CH2:34]1)=[O:28])([CH3:25])([CH3:23])[CH3:24]. The catalyst class is: 10. (9) Reactant: CN(C=O)C.[NH:6]1[C:15](=[O:16])[C:14]2[NH:13][CH:12]=[N:11][C:10]=2[NH:9][C:7]1=[S:8].C(N(CC)CC)C.[CH3:24][O:25][C:26]1[CH:33]=[CH:32][C:29]([CH2:30]Br)=[CH:28][C:27]=1[N+:34]([O-:36])=[O:35]. Product: [OH:16][C:15]1[N:6]=[C:7]([S:8][CH2:30][C:29]2[CH:32]=[CH:33][C:26]([O:25][CH3:24])=[C:27]([N+:34]([O-:36])=[O:35])[CH:28]=2)[N:9]=[C:10]2[C:14]=1[N:13]=[CH:12][NH:11]2. The catalyst class is: 6. (10) The catalyst class is: 12. Reactant: [Cl:1][C:2]1[CH:7]=[CH:6][C:5](OS(C(F)(F)F)(=O)=O)=[CH:4][C:3]=1[CH:16]([CH3:35])[C:17]([OH:34])([C:22]1[CH:23]=[CH:24][C:25]2[O:30][CH2:29][C:28](=[O:31])[N:27]([CH3:32])[C:26]=2[CH:33]=1)[C:18]([F:21])([F:20])[F:19].[C:36]([C:39]1[CH:44]=[CH:43][C:42](B(O)O)=[CH:41][CH:40]=1)([OH:38])=[O:37].O.C(=O)([O-])[O-].[Na+].[Na+]. Product: [Cl:1][C:2]1[CH:7]=[CH:6][C:5]([C:42]2[CH:43]=[CH:44][C:39]([C:36]([OH:38])=[O:37])=[CH:40][CH:41]=2)=[CH:4][C:3]=1[CH:16]([CH3:35])[C:17]([OH:34])([C:22]1[CH:23]=[CH:24][C:25]2[O:30][CH2:29][C:28](=[O:31])[N:27]([CH3:32])[C:26]=2[CH:33]=1)[C:18]([F:19])([F:20])[F:21].